From a dataset of Forward reaction prediction with 1.9M reactions from USPTO patents (1976-2016). Predict the product of the given reaction. (1) Given the reactants [F:1][C:2]1[CH:10]=[CH:9][C:8]([C:11]#[N:12])=[C:7]2[C:3]=1[C:4]([CH:13]=O)=[CH:5][NH:6]2.[CH2:15]([O:17][C:18](=[O:39])[CH:19]=P(C1C=CC=CC=1)(C1C=CC=CC=1)C1C=CC=CC=1)[CH3:16], predict the reaction product. The product is: [C:11]([C:8]1[CH:9]=[CH:10][C:2]([F:1])=[C:3]2[C:7]=1[NH:6][CH:5]=[C:4]2/[CH:13]=[CH:19]/[C:18]([O:17][CH2:15][CH3:16])=[O:39])#[N:12]. (2) The product is: [OH:31][CH:30]([C:32]1[CH:18]=[C:9]([C:7]([C:5]2[CH:6]=[N:1][CH:2]=[N:3][CH:4]=2)=[O:8])[CH:10]=[C:11]2[C:16]=1[N:15]=[CH:14][CH:13]=[N:12]2)[CH2:29][OH:25]. Given the reactants [N:1]1[CH:6]=[C:5]([C:7]([C:9]2[CH:10]=[C:11]3[C:16](=C(C=C)[CH:18]=2)[N:15]=[CH:14][CH:13]=[N:12]3)=[O:8])[CH:4]=[N:3][CH:2]=1.C[N+]1([O-])CC[O:25]CC1.[CH3:29][C:30]([CH3:32])=[O:31].O, predict the reaction product. (3) Given the reactants [Cl:1][C:2]1[CH:7]=[CH:6][C:5]([N:8]2[C:12]([CH:13]=[C:14]([CH3:16])[CH3:15])=[CH:11][CH:10]=[C:9]2[CH:17]=[CH:18][C:19]([O:21][CH3:22])=[O:20])=[C:4]([CH:23]([C:25]2[CH:30]=[CH:29][CH:28]=[C:27]([O:31][CH3:32])[C:26]=2[O:33][CH3:34])[OH:24])[CH:3]=1.Cl, predict the reaction product. The product is: [Cl:1][C:2]1[CH:7]=[CH:6][C:5]2[N:8]3[C:12]([CH:13]=[C:14]([CH3:16])[CH3:15])=[CH:11][CH:10]=[C:9]3[CH:17]([CH2:18][C:19]([O:21][CH3:22])=[O:20])[O:24][CH:23]([C:25]3[CH:30]=[CH:29][CH:28]=[C:27]([O:31][CH3:32])[C:26]=3[O:33][CH3:34])[C:4]=2[CH:3]=1. (4) The product is: [CH3:1][O:2][C:3]([C:5]1[N:6]=[CH:7][C:8]([NH:11][CH:12]([C:17]2[CH:22]=[CH:21][C:20]([C:23]3[CH:24]=[CH:25][C:26]([C:29]([F:32])([F:31])[F:30])=[CH:27][CH:28]=3)=[CH:19][CH:18]=2)[CH2:13][CH:14]([CH3:16])[CH3:15])=[CH:9][N:10]=1)=[O:4]. Given the reactants [CH3:1][O:2][C:3]([C:5]1[N:10]=[CH:9][C:8]([N:11](C(OC(C)(C)C)=O)[CH:12]([C:17]2[CH:22]=[CH:21][C:20]([C:23]3[CH:28]=[CH:27][C:26]([C:29]([F:32])([F:31])[F:30])=[CH:25][CH:24]=3)=[CH:19][CH:18]=2)[CH2:13][CH:14]([CH3:16])[CH3:15])=[CH:7][N:6]=1)=[O:4].FC(F)(F)C(O)=O, predict the reaction product. (5) Given the reactants [F:1][C:2]1[C:7]([C:8]2[CH2:12][CH2:11][CH:10]([OH:13])[CH:9]=2)=[CH:6][CH:5]=[CH:4][N:3]=1, predict the reaction product. The product is: [F:1][C:2]1[C:7]([CH:8]2[CH2:12][CH2:11][CH:10]([OH:13])[CH2:9]2)=[CH:6][CH:5]=[CH:4][N:3]=1. (6) The product is: [N+:16]([C:4]1[CH:3]=[C:2]([C:20]2[S:19][CH:23]=[CH:22][CH:21]=2)[CH:7]=[CH:6][C:5]=1[NH:8][C:9](=[O:15])[O:10][C:11]([CH3:14])([CH3:13])[CH3:12])([O-:18])=[O:17]. Given the reactants Br[C:2]1[CH:7]=[CH:6][C:5]([NH:8][C:9](=[O:15])[O:10][C:11]([CH3:14])([CH3:13])[CH3:12])=[C:4]([N+:16]([O-:18])=[O:17])[CH:3]=1.[S:19]1[CH:23]=[CH:22][CH:21]=[C:20]1B(O)O.C(=O)([O-])[O-].[Na+].[Na+], predict the reaction product. (7) Given the reactants Cl[CH2:2][CH2:3][CH2:4][O:5][C:6]1[CH:15]=[C:14]2[C:9]([C:10]([C:16]3[C:17]([C:25]4[CH:30]=[CH:29][CH:28]=[CH:27][N:26]=4)=[N:18][N:19]4[CH:24]=[CH:23][CH:22]=[CH:21][C:20]=34)=[CH:11][CH:12]=[N:13]2)=[CH:8][CH:7]=1.[CH2:31]([NH:33][CH2:34][CH3:35])[CH3:32], predict the reaction product. The product is: [CH2:31]([N:33]([CH2:34][CH3:35])[CH2:2][CH2:3][CH2:4][O:5][C:6]1[CH:15]=[C:14]2[C:9]([C:10]([C:16]3[C:17]([C:25]4[CH:30]=[CH:29][CH:28]=[CH:27][N:26]=4)=[N:18][N:19]4[CH:24]=[CH:23][CH:22]=[CH:21][C:20]=34)=[CH:11][CH:12]=[N:13]2)=[CH:8][CH:7]=1)[CH3:32]. (8) The product is: [Br:14][C:15]1[CH:20]=[CH:19][C:18]([C:2](=[O:13])[CH2:3][C:4]2([C:9]([O:11][CH3:12])=[O:10])[CH2:8][CH2:7][CH2:6][CH2:5]2)=[CH:17][CH:16]=1. Given the reactants Cl[C:2](=[O:13])[CH2:3][C:4]1([C:9]([O:11][CH3:12])=[O:10])[CH2:8][CH2:7][CH2:6][CH2:5]1.[Br:14][C:15]1[CH:20]=[CH:19][CH:18]=[CH:17][CH:16]=1.[Cl-].[Cl-].[Cl-].[Al+3].Cl, predict the reaction product. (9) Given the reactants Cl[C:2]1[C:7]([CH:8]([CH2:13][CH2:14][CH3:15])[C:9]([O:11][CH3:12])=[O:10])=[C:6]([CH3:16])[N:5]=[C:4]([C:17]2[CH:22]=[CH:21][CH:20]=[CH:19][CH:18]=2)[N:3]=1.C(N(CC)C(C)C)(C)C.CC1(C)C(C)(C)OB([C:40]2[CH:48]=[CH:47][C:43]3[N:44]=[CH:45][S:46][C:42]=3[CH:41]=2)O1, predict the reaction product. The product is: [S:46]1[C:42]2[CH:41]=[C:40]([C:2]3[C:7]([CH:8]([CH2:13][CH2:14][CH3:15])[C:9]([O:11][CH3:12])=[O:10])=[C:6]([CH3:16])[N:5]=[C:4]([C:17]4[CH:22]=[CH:21][CH:20]=[CH:19][CH:18]=4)[N:3]=3)[CH:48]=[CH:47][C:43]=2[N:44]=[CH:45]1. (10) Given the reactants [CH2:1](C1C2C(=CC(OC)=C(/C(/C)=C(/F)\C=C\C(\C)=C\C(O)=O)C=2)OC(C)(C)C=1)C.[CH2:29]([C:31]1[C:40]2[C:35](=[CH:36][C:37](OC)=[C:38](/[C:41](/[CH3:54])=[C:42](/[F:53])\[CH:43]=[CH:44]\[C:45](\[CH3:52])=[CH:46]\[C:47]([O:49][CH2:50][CH3:51])=[O:48])[CH:39]=2)[O:34][C:33]([CH3:58])([CH3:57])[CH:32]=1)C.[OH-].[Na+].[CH2:61]([OH:63])[CH3:62], predict the reaction product. The product is: [CH2:61]([O:63][C:37]1[CH:36]=[C:35]2[C:40]([C:31]([CH3:29])=[CH:32][C:33]([CH3:57])([CH3:58])[O:34]2)=[CH:39][C:38]=1/[C:41](/[CH2:54][CH3:1])=[C:42](/[F:53])\[CH:43]=[CH:44]\[C:45](\[CH3:52])=[CH:46]\[C:47]([O:49][CH2:50][CH3:51])=[O:48])[CH3:62].